This data is from Catalyst prediction with 721,799 reactions and 888 catalyst types from USPTO. The task is: Predict which catalyst facilitates the given reaction. Reactant: [Cl:1][C:2]1[C:3]([C:12](Cl)=[O:13])=[N:4][C:5]2[C:10]([N:11]=1)=[CH:9][CH:8]=[CH:7][CH:6]=2.[NH2:15][C:16]1[CH:28]=[CH:27][C:19]([C:20]([O:22][C:23]([CH3:26])([CH3:25])[CH3:24])=[O:21])=[CH:18][CH:17]=1.N1C=CC=CC=1.O. Product: [Cl:1][C:2]1[C:3]([C:12]([NH:15][C:16]2[CH:28]=[CH:27][C:19]([C:20]([O:22][C:23]([CH3:24])([CH3:25])[CH3:26])=[O:21])=[CH:18][CH:17]=2)=[O:13])=[N:4][C:5]2[C:10]([N:11]=1)=[CH:9][CH:8]=[CH:7][CH:6]=2. The catalyst class is: 4.